This data is from Catalyst prediction with 721,799 reactions and 888 catalyst types from USPTO. The task is: Predict which catalyst facilitates the given reaction. Reactant: Cl[C:2]1[S:3][C:4]2[CH2:10][C:9]3([O:14][CH2:13][CH2:12][O:11]3)[CH2:8][CH2:7][C:5]=2[N:6]=1.C([O-])(=O)C.[Na+]. Product: [CH2:13]1[CH2:12][O:11][C:9]2([CH2:8][CH2:7][C:5]3[N:6]=[CH:2][S:3][C:4]=3[CH2:10]2)[O:14]1. The catalyst class is: 129.